From a dataset of Catalyst prediction with 721,799 reactions and 888 catalyst types from USPTO. Predict which catalyst facilitates the given reaction. (1) Reactant: [F:1][C:2]1[C:3]([N:11]2[CH2:17][CH:16]([OH:18])[C:13]3([CH2:15][CH2:14]3)[CH2:12]2)=[N:4][C:5]([CH3:10])=[N:6][C:7]=1[NH:8][NH2:9].[CH:19]1([CH2:24][C@H:25]([CH2:29][N:30]([CH:38]=[O:39])[O:31][CH:32]2[CH2:37][CH2:36][CH2:35][CH2:34][O:33]2)[C:26](O)=[O:27])[CH2:23][CH2:22][CH2:21][CH2:20]1.C1C=NC2N(O)N=NC=2C=1.CN1CCOCC1.C(Cl)CCl. Product: [CH:19]1([CH2:24][C@@H:25]([C:26]([NH:9][NH:8][C:7]2[C:2]([F:1])=[C:3]([N:11]3[CH2:17][C@@H:16]([OH:18])[C:13]4([CH2:14][CH2:15]4)[CH2:12]3)[N:4]=[C:5]([CH3:10])[N:6]=2)=[O:27])[CH2:29][N:30]([O:31][CH:32]2[CH2:37][CH2:36][CH2:35][CH2:34][O:33]2)[CH:38]=[O:39])[CH2:23][CH2:22][CH2:21][CH2:20]1. The catalyst class is: 3. (2) Reactant: [C:1]([NH:8][C@H:9]([C:11]([OH:13])=O)[CH3:10])([O:3][C:4]([CH3:7])([CH3:6])[CH3:5])=[O:2].N1C(F)=NC(F)=NC=1[F:16].N1C=CC=CC=1. Product: [C:4]([O:3][C:1](=[O:2])[NH:8][C@H:9]([C:11]([F:16])=[O:13])[CH3:10])([CH3:7])([CH3:6])[CH3:5]. The catalyst class is: 2. (3) Reactant: Br[C:2]1[CH:7]=[CH:6][CH:5]=[CH:4][C:3]=1[CH2:8][CH2:9][CH2:10][CH:11]=[CH2:12].[B:13](OC(C)C)([O:18]C(C)C)[O:14]C(C)C.N#N.C([Li])CCC. Product: [CH2:8]([C:3]1[CH:4]=[CH:5][CH:6]=[CH:7][C:2]=1[B:13]([OH:18])[OH:14])[CH2:9][CH2:10][CH:11]=[CH2:12]. The catalyst class is: 247.